Dataset: Catalyst prediction with 721,799 reactions and 888 catalyst types from USPTO. Task: Predict which catalyst facilitates the given reaction. (1) Reactant: Cl[C:2]1[N:7]=[C:6]([C:8]2[CH:9]=[C:10]([NH:14][C:15](=[O:18])[CH:16]=[CH2:17])[CH:11]=[CH:12][CH:13]=2)[C:5]([NH:19][C:20]2[CH:25]=[CH:24][CH:23]=[CH:22][CH:21]=2)=[CH:4][N:3]=1.[O:26]1[CH2:31][CH2:30][N:29]([C:32]2[CH:38]=[CH:37][C:35]([NH2:36])=[CH:34][CH:33]=2)[CH2:28][CH2:27]1.C([O-])([O-])=O.[Cs+].[Cs+].C1(P(C2C=CC=CC=2)C2C3OC4C(=CC=CC=4P(C4C=CC=CC=4)C4C=CC=CC=4)C(C)(C)C=3C=CC=2)C=CC=CC=1. Product: [O:26]1[CH2:27][CH2:28][N:29]([C:32]2[CH:33]=[CH:34][C:35]([NH:36][C:2]3[N:7]=[C:6]([C:8]4[CH:9]=[C:10]([NH:14][C:15](=[O:18])[CH:16]=[CH2:17])[CH:11]=[CH:12][CH:13]=4)[C:5]([NH:19][C:20]4[CH:25]=[CH:24][CH:23]=[CH:22][CH:21]=4)=[CH:4][N:3]=3)=[CH:37][CH:38]=2)[CH2:30][CH2:31]1. The catalyst class is: 101. (2) Reactant: C1C=CC2N(O)N=NC=2C=1.CCN(C(C)C)C(C)C.[Br:20][C:21]1[CH:29]=[CH:28][C:27]([F:30])=[CH:26][C:22]=1[C:23]([OH:25])=O.CCN=C=NCCCN(C)C.Cl.Cl.[C:44]1([C:62]2[CH:67]=[CH:66][CH:65]=[CH:64][CH:63]=2)[CH:49]=[CH:48][C:47]([NH:50][C:51](=[O:61])[CH2:52][C:53](=[O:60])[N:54]2[CH2:59][CH2:58][NH:57][CH2:56][CH2:55]2)=[CH:46][CH:45]=1. Product: [C:44]1([C:62]2[CH:67]=[CH:66][CH:65]=[CH:64][CH:63]=2)[CH:45]=[CH:46][C:47]([NH:50][C:51](=[O:61])[CH2:52][C:53]([N:54]2[CH2:55][CH2:56][N:57]([C:23](=[O:25])[C:22]3[CH:26]=[C:27]([F:30])[CH:28]=[CH:29][C:21]=3[Br:20])[CH2:58][CH2:59]2)=[O:60])=[CH:48][CH:49]=1. The catalyst class is: 18. (3) Reactant: [C:1](#[N:3])[CH3:2].[Li+].C[Si]([N-][Si](C)(C)C)(C)C.[CH3:14][C:15]([CH3:22])([CH3:21])[CH2:16][C:17](OC)=[O:18].C([O-])(O)=O.[Na+]. Product: [CH3:14][C:15]([CH3:22])([CH3:21])[CH2:16][C:17](=[O:18])[CH2:2][C:1]#[N:3]. The catalyst class is: 1. (4) Reactant: [CH:1]1[CH:2]=[C:3]([CH2:6][NH:7][C:8]2[C:13]([C:14]([OH:16])=[O:15])=[CH:12][C:11]([S:17]([NH2:20])(=[O:19])=[O:18])=[C:10]([Cl:21])[CH:9]=2)[O:4][CH:5]=1.Br[CH2:23][CH2:24][CH2:25][OH:26].C1CN2C(=NCCC2)C1.C(#N)C. Product: [NH2:20][S:17]([C:11]1[C:10]([Cl:21])=[CH:9][C:8]([NH:7][CH2:6][C:3]2[O:4][CH:5]=[CH:1][CH:2]=2)=[C:13]([CH:12]=1)[C:14]([O:16][CH2:23][CH2:24][CH2:25][OH:26])=[O:15])(=[O:19])=[O:18]. The catalyst class is: 4. (5) Reactant: [Si:1]([O:8][C@@H:9]([CH2:22][CH2:23][CH3:24])[C@H:10]([N:12]1[CH:20]=[N:19][C:18]2[C:13]1=[N:14][CH:15]=[N:16][C:17]=2Cl)[CH3:11])([C:4]([CH3:7])([CH3:6])[CH3:5])([CH3:3])[CH3:2].[NH3:25]. Product: [Si:1]([O:8][C@@H:9]([CH2:22][CH2:23][CH3:24])[C@H:10]([N:12]1[CH:20]=[N:19][C:18]2[C:13]1=[N:14][CH:15]=[N:16][C:17]=2[NH2:25])[CH3:11])([C:4]([CH3:7])([CH3:6])[CH3:5])([CH3:3])[CH3:2]. The catalyst class is: 138.